Dataset: Full USPTO retrosynthesis dataset with 1.9M reactions from patents (1976-2016). Task: Predict the reactants needed to synthesize the given product. (1) Given the product [CH3:1][C:2]([CH3:55])=[CH:3][CH2:4][CH2:5][C@:6]([OH:54])([C@@H:8]1[C@H:12]2[C@H:13]([OH:52])[CH2:14][C@@H:15]3[C@@:20]4([CH3:50])[CH2:21][CH2:22][C@H:23]([O:27][C@@H:28]5[O:33][C@H:32]([CH2:34][OH:35])[C@@H:31]([OH:36])[C@H:30]([OH:37])[C@H:29]5[O:38][C@@H:39]5[O:44][C@H:43]([CH2:45][OH:46])[C@@H:42]([OH:47])[C@H:41]([OH:48])[C@H:40]5[OH:49])[C:24]([CH3:25])([CH3:26])[C@@H:19]4[CH2:18][CH2:17][C@@:16]3([CH3:51])[C@:11]2([CH3:53])[CH2:10][CH2:9]1)[CH3:7], predict the reactants needed to synthesize it. The reactants are: [CH3:1][C:2]([CH3:55])=[CH:3][CH2:4][CH2:5][C@@:6]([OH:54])([C@@H:8]1[C@H:12]2[C@H:13]([OH:52])[CH2:14][C@@H:15]3[C@@:20]4([CH3:50])[CH2:21][CH2:22][C@H:23]([O:27][C@@H:28]5[O:33][C@H:32]([CH2:34][OH:35])[C@@H:31]([OH:36])[C@H:30]([OH:37])[C@H:29]5[O:38][C@@H:39]5[O:44][C@H:43]([CH2:45][OH:46])[C@@H:42]([OH:47])[C@H:41]([OH:48])[C@H:40]5[OH:49])[C:24]([CH3:26])([CH3:25])[C@@H:19]4[CH2:18][CH2:17][C@@:16]3([CH3:51])[C@:11]2([CH3:53])[CH2:10][CH2:9]1)[CH3:7]. (2) The reactants are: [OH:1][CH2:2][CH2:3][NH:4][NH2:5].[CH3:6][CH:7]([CH3:21])[C:8](=O)[CH2:9][C:10]([O:12][CH2:13][C:14]1[CH:19]=[CH:18][CH:17]=[CH:16][CH:15]=1)=S.C(N(CC)CC)C.O. Given the product [CH2:13]([O:12][C:10]1[CH:9]=[C:8]([CH:7]([CH3:21])[CH3:6])[N:4]([CH2:3][CH2:2][OH:1])[N:5]=1)[C:14]1[CH:19]=[CH:18][CH:17]=[CH:16][CH:15]=1, predict the reactants needed to synthesize it. (3) Given the product [CH3:24][NH:25][C:26](=[O:27])[N:21]([CH2:22][CH3:23])[CH2:20][CH2:19][CH2:18][O:17][C:5]1[CH:6]=[CH:7][C:8]2[C:9]([C:13]([F:15])([F:14])[F:16])=[N:10][O:11][C:12]=2[C:4]=1[CH2:1][CH2:2][CH3:3], predict the reactants needed to synthesize it. The reactants are: [CH2:1]([C:4]1[C:12]2[O:11][N:10]=[C:9]([C:13]([F:16])([F:15])[F:14])[C:8]=2[CH:7]=[CH:6][C:5]=1[O:17][CH2:18][CH2:19][CH2:20][NH:21][CH2:22][CH3:23])[CH2:2][CH3:3].[CH3:24][N:25]=[C:26]=[O:27]. (4) Given the product [Cl:1][C:2]1[N:7]=[C:6]([NH:14][C:12]2[CH:13]=[N:9][NH:10][CH:11]=2)[CH:5]=[CH:4][N:3]=1, predict the reactants needed to synthesize it. The reactants are: [Cl:1][C:2]1[N:7]=[C:6](Cl)[CH:5]=[CH:4][N:3]=1.[NH:9]1[CH:13]=[C:12]([NH2:14])[CH:11]=[N:10]1. (5) The reactants are: [NH2:1][C:2]1[CH:3]=[C:4]([CH2:8][OH:9])[CH:5]=[CH:6][CH:7]=1.[C:10](O[C:10]([O:12][C:13]([CH3:16])([CH3:15])[CH3:14])=[O:11])([O:12][C:13]([CH3:16])([CH3:15])[CH3:14])=[O:11]. Given the product [C:13]([O:12][C:10](=[O:11])[NH:1][C:2]1[CH:7]=[CH:6][CH:5]=[C:4]([CH2:8][OH:9])[CH:3]=1)([CH3:16])([CH3:15])[CH3:14], predict the reactants needed to synthesize it. (6) The reactants are: [C:1]([N:4]1[C:12]2[C:7](=[CH:8][CH:9]=[C:10]([F:13])[CH:11]=2)[CH2:6][C:5]1=[O:14])(=[O:3])[CH3:2].C(N(CC)CC)C.[CH2:22]([O:24][C:25](=[O:37])[CH2:26][CH2:27][C:28]1[CH:33]=[CH:32][C:31]([C:34](Cl)=[O:35])=[CH:30][CH:29]=1)[CH3:23].C(C1C=CC(CCC(OCC)=O)=CC=1)(O)=O.S(Cl)(Cl)=O.Cl. Given the product [C:1]([N:4]1[C:12]2[C:7](=[CH:8][CH:9]=[C:10]([F:13])[CH:11]=2)/[C:6](=[C:34](\[OH:35])/[C:31]2[CH:30]=[CH:29][C:28]([CH2:27][CH2:26][C:25]([O:24][CH2:22][CH3:23])=[O:37])=[CH:33][CH:32]=2)/[C:5]1=[O:14])(=[O:3])[CH3:2], predict the reactants needed to synthesize it. (7) Given the product [CH3:38][N:28]1[C:29]([CH:31]2[CH2:34][N:33]([C:35](=[O:37])[CH3:36])[CH2:32]2)=[CH:30][C:26]([C:61]2[CH:62]=[C:63]3[C:55]([C:54]([F:73])([F:74])[F:53])=[CH:56][NH:57][C:58]3=[N:59][CH:60]=2)=[N:27]1, predict the reactants needed to synthesize it. The reactants are: C(N1C(C2CN(C)C2)=CC(C2C=C(C(F)(F)F)C(N)=NC=2)=N1)(C)C.I[C:26]1[CH:30]=[C:29]([CH:31]2[CH2:34][N:33]([C:35](=[O:37])[CH3:36])[CH2:32]2)[N:28]([CH3:38])[N:27]=1.IC1N(C)N=C(C2CN(C(=O)C)C2)C=1.[F:53][C:54]([F:74])([F:73])[C:55]1[C:63]2[C:58](=[N:59][CH:60]=[C:61](B3OC(C)(C)C(C)(C)O3)[CH:62]=2)[NH:57][CH:56]=1.